Dataset: Reaction yield outcomes from USPTO patents with 853,638 reactions. Task: Predict the reaction yield, written as a fraction of the theoretical maximum amount of product (1.0 means a 100% yield; for example, 0.34 means a 34% yield). (1) The reactants are [CH3:1][C:2]1[C:7]([C:8]2[C:9](=[O:35])[NH:10][C:11](=[O:34])[N:12]([CH2:14][CH2:15][CH2:16][CH2:17][N:18]3[CH2:23][C@H:22]4[C@:20]([C:24]5[CH:29]=[CH:28][C:27]([C:30]([F:33])([F:32])[F:31])=[CH:26][CH:25]=5)([CH2:21]4)[CH2:19]3)[CH:13]=2)=[CH:6][CH:5]=[CH:4][N:3]=1.[ClH:36].O1CCOCC1. No catalyst specified. The product is [ClH:36].[ClH:36].[CH3:1][C:2]1[C:7]([C:8]2[C:9](=[O:35])[NH:10][C:11](=[O:34])[N:12]([CH2:14][CH2:15][CH2:16][CH2:17][N:18]3[CH2:23][C@H:22]4[C@:20]([C:24]5[CH:25]=[CH:26][C:27]([C:30]([F:31])([F:33])[F:32])=[CH:28][CH:29]=5)([CH2:21]4)[CH2:19]3)[CH:13]=2)=[CH:6][CH:5]=[CH:4][N:3]=1. The yield is 0.360. (2) The reactants are [Cl:1][C:2]1[C:10]([C:11]2[CH:12]=[CH:13][C:14]([NH2:17])=[N:15][CH:16]=2)=[CH:9][C:5]2[O:6][CH2:7][CH2:8][C:4]=2[CH:3]=1.[F:18][C:19]1[CH:27]=[CH:26][CH:25]=[CH:24][C:20]=1[C:21](Cl)=[O:22].CCN(C(C)C)C(C)C.C([O-])(O)=O.[Na+].C(Cl)Cl. The catalyst is C(Cl)Cl. The product is [Cl:1][C:2]1[C:10]([C:11]2[CH:12]=[CH:13][C:14]([NH:17][C:21]([C:20]3[CH:24]=[CH:25][CH:26]=[CH:27][C:19]=3[F:18])=[O:22])=[N:15][CH:16]=2)=[CH:9][C:5]2[O:6][CH2:7][CH2:8][C:4]=2[CH:3]=1. The yield is 0.664. (3) The reactants are [C:1]1([C:7]([CH:9]([C:11]2[CH:16]=[CH:15][CH:14]=[CH:13][CH:12]=2)[OH:10])=[O:8])[CH:6]=[CH:5][CH:4]=[CH:3][CH:2]=1.[N:17]([CH2:20][C:21]1([CH2:27][C:28]([O:30][CH2:31][CH2:32][C:33]#[N:34])=[O:29])[CH2:26][CH2:25][CH2:24][CH2:23][CH2:22]1)=[C:18]=[O:19]. The catalyst is C1(C)C=CC=CC=1. The product is [C:7]([CH:9]([O:10][C:18]([NH:17][CH2:20][C:21]1([CH2:27][C:28]([O:30][CH2:31][CH2:32][C:33]#[N:34])=[O:29])[CH2:26][CH2:25][CH2:24][CH2:23][CH2:22]1)=[O:19])[C:11]1[CH:16]=[CH:15][CH:14]=[CH:13][CH:12]=1)(=[O:8])[C:1]1[CH:2]=[CH:3][CH:4]=[CH:5][CH:6]=1. The yield is 0.830. (4) The catalyst is O1CCOCC1.C1C=CC(/C=C/C(/C=C/C2C=CC=CC=2)=O)=CC=1.C1C=CC(/C=C/C(/C=C/C2C=CC=CC=2)=O)=CC=1.C1C=CC(/C=C/C(/C=C/C2C=CC=CC=2)=O)=CC=1.[Pd].[Pd].O.C(OCC)(=O)C. The reactants are Br[C:2]1[CH:3]=[N:4][CH:5]=[C:6]([F:21])[C:7]=1[N:8]1[CH2:13][CH2:12][CH:11]([C:14]([O:16][C:17]([CH3:20])([CH3:19])[CH3:18])=[O:15])[CH2:10][CH2:9]1.C1(C(C2C=CC=CC=2)=[NH:29])C=CC=CC=1.C(=O)([O-])[O-].[Cs+].[Cs+].CC1(C)C2C(=C(P(C3C=CC=CC=3)C3C=CC=CC=3)C=CC=2)OC2C(P(C3C=CC=CC=3)C3C=CC=CC=3)=CC=CC1=2. The product is [NH2:29][C:2]1[CH:3]=[N:4][CH:5]=[C:6]([F:21])[C:7]=1[N:8]1[CH2:13][CH2:12][CH:11]([C:14]([O:16][C:17]([CH3:20])([CH3:19])[CH3:18])=[O:15])[CH2:10][CH2:9]1. The yield is 0.865.